This data is from Full USPTO retrosynthesis dataset with 1.9M reactions from patents (1976-2016). The task is: Predict the reactants needed to synthesize the given product. (1) The reactants are: [ClH:1].C(N(CC)CCNC(C1C=CC2C(=CC=C(I)C=2)C=1)=O)C.[CH2:23]([N:25]([CH2:41][CH3:42])[CH2:26][CH2:27][NH:28][C:29]([C:31]1[S:35][C:34]2[CH:36]=[CH:37][CH:38]=[C:39]([I:40])[C:33]=2[CH:32]=1)=[O:30])[CH3:24].[K+].[Br-]. Given the product [ClH:1].[CH2:41]([N:25]([CH2:23][CH3:24])[CH2:26][CH2:27][NH:28][C:29]([C:31]1[S:35][C:34]2[CH:36]=[CH:37][CH:38]=[C:39]([I:40])[C:33]=2[CH:32]=1)=[O:30])[CH3:42], predict the reactants needed to synthesize it. (2) Given the product [Br:1][C:2]1[CH:7]=[CH:6][C:5]([CH:8]2[CH2:13][CH2:12][NH:11][CH2:10][CH:9]2[OH:22])=[CH:4][CH:3]=1, predict the reactants needed to synthesize it. The reactants are: [Br:1][C:2]1[CH:7]=[CH:6][C:5]([CH:8]2[CH2:13][CH2:12][N:11](C(OCC(Cl)(Cl)Cl)=O)[CH2:10][CH:9]2[O:22]C(OCC(Cl)(Cl)Cl)=O)=[CH:4][CH:3]=1. (3) Given the product [CH3:33][O:6][C:5](=[O:7])[C:4]1[CH:8]=[CH:9][C:10]([N:11]2[CH2:12][CH2:13][CH:14]([O:17][Si:18]([C:21]([CH3:24])([CH3:23])[CH3:22])([CH3:20])[CH3:19])[CH2:15][CH2:16]2)=[C:2]([Cl:1])[CH:3]=1, predict the reactants needed to synthesize it. The reactants are: [Cl:1][C:2]1[CH:3]=[C:4]([CH:8]=[CH:9][C:10]=1[N:11]1[CH2:16][CH2:15][CH:14]([OH:17])[CH2:13][CH2:12]1)[C:5]([OH:7])=[O:6].[Si:18](OS(C(F)(F)F)(=O)=O)([C:21]([CH3:24])([CH3:23])[CH3:22])([CH3:20])[CH3:19].[CH3:33]COC(C)=O. (4) Given the product [C:1](=[O:19])([O:7][C:8]1[CH:13]=[CH:12][C:11]([C:14]([CH3:17])([CH3:16])[CH3:15])=[C:10]([O:18][CH2:23][CH:20]2[CH2:22][CH2:21]2)[CH:9]=1)[O:2][C:3]([CH3:6])([CH3:5])[CH3:4], predict the reactants needed to synthesize it. The reactants are: [C:1](=[O:19])([O:7][C:8]1[CH:13]=[CH:12][C:11]([C:14]([CH3:17])([CH3:16])[CH3:15])=[C:10]([OH:18])[CH:9]=1)[O:2][C:3]([CH3:6])([CH3:5])[CH3:4].[CH:20]1([CH2:23]O)[CH2:22][CH2:21]1.C1(P(C2C=CC=CC=2)C2C=CC=CC=2)C=CC=CC=1.N(C(OCC)=O)=NC(OCC)=O. (5) The reactants are: [CH3:1][C:2]1[S:6][C:5]([NH:7][C:8]([C:10]2[CH:11]=[CH:12][C:13](N3CCC(C4C=CC=C(C(F)(F)F)C=4)CC3)=[N:14][CH:15]=2)=[O:9])=[N:4][C:3]=1[C:32]1[CH:37]=[CH:36][CH:35]=[CH:34][CH:33]=1.CC1SC(NC(C2C=CC(NC3CCN(C(O)=O)C3)=NC=2)=O)=NC=1C1C=CC=CC=1.ClC1C=CC(C(NC2SC(C)=C(C3C=CC=CC=3)N=2)=O)=CN=1.[C:90]([O:94][C:95]([N:97]1[CH2:101][CH2:100][CH:99]([NH2:102])[CH2:98]1)=[O:96])([CH3:93])([CH3:92])[CH3:91]. Given the product [C:90]([O:94][C:95]([N:97]1[CH2:101][CH2:100][CH:99]([NH:102][C:13]2[CH:12]=[CH:11][C:10]([C:8](=[O:9])[NH:7][C:5]3[S:6][C:2]([CH3:1])=[C:3]([C:32]4[CH:33]=[CH:34][CH:35]=[CH:36][CH:37]=4)[N:4]=3)=[CH:15][N:14]=2)[CH2:98]1)=[O:96])([CH3:93])([CH3:91])[CH3:92], predict the reactants needed to synthesize it.